Dataset: Reaction yield outcomes from USPTO patents with 853,638 reactions. Task: Predict the reaction yield, written as a fraction of the theoretical maximum amount of product (1.0 means a 100% yield; for example, 0.34 means a 34% yield). (1) The reactants are C[Si]([N-][Si](C)(C)C)(C)C.[Li+].[N:11]1([C:20]([O:22][CH2:23][C:24]2[CH:29]=[CH:28][CH:27]=[CH:26][CH:25]=2)=[O:21])[CH2:15][CH2:14][CH:13]([C:16]([O:18][CH3:19])=[O:17])[CH2:12]1.[CH3:30]I.[Cl-].[NH4+]. The catalyst is C1COCC1. The product is [CH3:30][C:13]1([C:16]([O:18][CH3:19])=[O:17])[CH2:14][CH2:15][N:11]([C:20]([O:22][CH2:23][C:24]2[CH:29]=[CH:28][CH:27]=[CH:26][CH:25]=2)=[O:21])[CH2:12]1. The yield is 0.750. (2) The reactants are [C:1]([O:5][C:6](=[O:43])[C:7]1[CH:12]=[C:11]([O:13][CH2:14][CH2:15][CH2:16][CH2:17][CH2:18][CH2:19][C:20]2[CH:25]=[CH:24][CH:23]=[C:22]([O:26][CH2:27][CH2:28][CH2:29][C:30]([O:32][CH2:33][CH3:34])=[O:31])[C:21]=2[CH2:35][CH2:36][C:37]([O:39][CH2:40][CH3:41])=[O:38])[CH:10]=[C:9](Br)[CH:8]=1)([CH3:4])([CH3:3])[CH3:2].C(=O)([O-])[O-].[Na+].[Na+].[CH3:50][C:51]1[C:52](B(O)O)=[CH:53][S:54][CH:55]=1. The catalyst is COCCOC.C1C=CC([P]([Pd]([P](C2C=CC=CC=2)(C2C=CC=CC=2)C2C=CC=CC=2)([P](C2C=CC=CC=2)(C2C=CC=CC=2)C2C=CC=CC=2)[P](C2C=CC=CC=2)(C2C=CC=CC=2)C2C=CC=CC=2)(C2C=CC=CC=2)C2C=CC=CC=2)=CC=1. The product is [C:1]([O:5][C:6](=[O:43])[C:7]1[CH:8]=[C:9]([C:52]2[C:51]([CH3:50])=[CH:55][S:54][CH:53]=2)[CH:10]=[C:11]([O:13][CH2:14][CH2:15][CH2:16][CH2:17][CH2:18][CH2:19][C:20]2[CH:25]=[CH:24][CH:23]=[C:22]([O:26][CH2:27][CH2:28][CH2:29][C:30]([O:32][CH2:33][CH3:34])=[O:31])[C:21]=2[CH2:35][CH2:36][C:37]([O:39][CH2:40][CH3:41])=[O:38])[CH:12]=1)([CH3:4])([CH3:3])[CH3:2]. The yield is 0.880. (3) The reactants are [C:1]1([C:7]2[CH:11]=[CH:10][NH:9][N:8]=2)[CH:6]=[CH:5][CH:4]=[CH:3][CH:2]=1.C(=O)([O-])[O-].[K+].[K+].[F:18][C:19]1[CH:24]=[CH:23][CH:22]=[CH:21][C:20]=1I. The catalyst is [Cu](I)I.O1CCOCC1. The product is [F:18][C:19]1[CH:24]=[CH:23][CH:22]=[CH:21][C:20]=1[N:9]1[CH:10]=[CH:11][C:7]([C:1]2[CH:2]=[CH:3][CH:4]=[CH:5][CH:6]=2)=[N:8]1. The yield is 0.360. (4) The product is [C:1]([C:3]12[CH2:10][C:7]([NH:11][C:12](=[O:18])[O:13][C:14]([CH3:17])([CH3:16])[CH3:15])([CH2:8][CH2:9]1)[CH2:6][CH2:5][CH2:4]2)#[CH:19]. The yield is 0.900. The reactants are [CH:1]([C:3]12[CH2:10][C:7]([NH:11][C:12](=[O:18])[O:13][C:14]([CH3:17])([CH3:16])[CH3:15])([CH2:8][CH2:9]1)[CH2:6][CH2:5][CH2:4]2)=O.[C:19]([O-])([O-])=O.[K+].[K+].[N+](=C(P(=O)(OC)OC)C(=O)C)=[N-].C([O-])(O)=O.[Na+]. The catalyst is CO.C(OCC)(=O)C. (5) The reactants are [Si]([O:8][C@H:9]([C:54]1[CH:63]=[CH:62][C:61]([OH:64])=[C:60]2[C:55]=1[CH:56]=[CH:57][C:58](=[O:65])[NH:59]2)[CH2:10][NH:11][CH2:12][C:13]1[CH:18]=[CH:17][C:16]([NH:19][C:20]([CH2:22][CH2:23][CH2:24][CH2:25][N:26]([CH3:53])[C:27]([CH2:29][CH2:30][N:31]2[CH2:36][CH2:35][CH:34]([O:37][C:38](=[O:52])[NH:39][C:40]3[CH:45]=[CH:44][CH:43]=[CH:42][C:41]=3[C:46]3[CH:51]=[CH:50][CH:49]=[CH:48][CH:47]=3)[CH2:33][CH2:32]2)=[O:28])=[O:21])=[CH:15][CH:14]=1)(C(C)(C)C)(C)C.[FH:66].F.F.C(N(CC)CC)C.CCOC(C)=O. The catalyst is C(Cl)Cl.CN(C=O)C. The product is [FH:66].[FH:66].[OH:8][C@H:9]([C:54]1[CH:63]=[CH:62][C:61]([OH:64])=[C:60]2[C:55]=1[CH:56]=[CH:57][C:58](=[O:65])[NH:59]2)[CH2:10][NH:11][CH2:12][C:13]1[CH:14]=[CH:15][C:16]([NH:19][C:20]([CH2:22][CH2:23][CH2:24][CH2:25][N:26]([CH3:53])[C:27]([CH2:29][CH2:30][N:31]2[CH2:36][CH2:35][CH:34]([O:37][C:38](=[O:52])[NH:39][C:40]3[CH:45]=[CH:44][CH:43]=[CH:42][C:41]=3[C:46]3[CH:51]=[CH:50][CH:49]=[CH:48][CH:47]=3)[CH2:33][CH2:32]2)=[O:28])=[O:21])=[CH:17][CH:18]=1. The yield is 0.990. (6) The reactants are Cl[C:2]1[N:11]=[C:10]([NH:12][CH2:13][CH:14]([C:16]2[CH:21]=[CH:20][CH:19]=[CH:18][CH:17]=2)[CH3:15])[C:9]2[C:4](=[CH:5][CH:6]=[CH:7][CH:8]=2)[N:3]=1.[CH3:22][C:23]1[C:28](B(O)O)=[CH:27][N:26]2[CH:32]=[CH:33][N:34]=[C:25]2[CH:24]=1.C(NC1C2C(=CC=CC=2)N=C(C2SC3C=CC=CC=3C=2)N=1)(C1C=CC=CC=1)C1C=CC=CC=1. The catalyst is C(Cl)(Cl)Cl.CO. The product is [CH3:22][C:23]1[C:28]([C:2]2[N:11]=[C:10]([NH:12][CH2:13][CH:14]([C:16]3[CH:21]=[CH:20][CH:19]=[CH:18][CH:17]=3)[CH3:15])[C:9]3[C:4](=[CH:5][CH:6]=[CH:7][CH:8]=3)[N:3]=2)=[CH:27][N:26]2[CH:32]=[CH:33][N:34]=[C:25]2[CH:24]=1. The yield is 0.510.